This data is from Catalyst prediction with 721,799 reactions and 888 catalyst types from USPTO. The task is: Predict which catalyst facilitates the given reaction. (1) Reactant: [CH3:1][C:2]1[C:6]([CH2:7][N:8]2[CH:12]=[C:11]([N:13]3[C:17](=[O:18])[CH2:16][NH:15][C:14]3=[O:19])[CH:10]=[N:9]2)=[C:5]([CH3:20])[O:4][N:3]=1.O[CH2:22][C:23]1[CH:24]=[C:25]([CH:35]=[CH:36][CH:37]=1)[CH2:26][NH:27][C:28](=[O:34])[O:29][C:30]([CH3:33])([CH3:32])[CH3:31].N(C(OCC)=O)=NC(OCC)=O. Product: [CH3:1][C:2]1[C:6]([CH2:7][N:8]2[CH:12]=[C:11]([N:13]3[C:17](=[O:18])[CH2:16][N:15]([CH2:22][C:23]4[CH:24]=[C:25]([CH:35]=[CH:36][CH:37]=4)[CH2:26][NH:27][C:28](=[O:34])[O:29][C:30]([CH3:33])([CH3:31])[CH3:32])[C:14]3=[O:19])[CH:10]=[N:9]2)=[C:5]([CH3:20])[O:4][N:3]=1. The catalyst class is: 56. (2) Product: [Cl:1][C:2]1[CH:21]=[CH:20][C:5]([C:6]([N:8]2[CH2:14][C:13]3[CH:15]=[CH:16][CH:17]=[CH:18][C:12]=3[N:11]([CH2:25][C:26]([O:28][C:29]([CH3:32])([CH3:31])[CH3:30])=[O:27])[C:10](=[O:19])[CH2:9]2)=[O:7])=[CH:4][CH:3]=1. Reactant: [Cl:1][C:2]1[CH:21]=[CH:20][C:5]([C:6]([N:8]2[CH2:14][C:13]3[CH:15]=[CH:16][CH:17]=[CH:18][C:12]=3[NH:11][C:10](=[O:19])[CH2:9]2)=[O:7])=[CH:4][CH:3]=1.[H-].[Na+].Br[CH2:25][C:26]([O:28][C:29]([CH3:32])([CH3:31])[CH3:30])=[O:27].C(OCC)(=O)C. The catalyst class is: 3. (3) Reactant: [CH2:1]([O:3][C:4]([C:6]1[C:18]([CH2:19][C:20]2[CH:25]=[CH:24][C:23]([F:26])=[CH:22][CH:21]=2)=[N:17][C:9]2[CH:10]3[N:14]([C:15](=[O:16])[C:8]=2[C:7]=1[C:27]1[N:32]=[N:31][C:30]([C:33]([OH:35])=O)=[CH:29][CH:28]=1)[CH2:13][CH2:12][CH2:11]3)=[O:5])[CH3:2].[CH2:36]([NH2:42])[C:37]1[O:41][CH:40]=[CH:39][CH:38]=1.Cl.CN(C)CCCN=C=NCC.O.ON1C2C=CC=CC=2N=N1. Product: [F:26][C:23]1[CH:22]=[CH:21][C:20]([CH2:19][C:18]2[C:6]([C:4]([O:3][CH2:1][CH3:2])=[O:5])=[C:7]([C:27]3[N:32]=[N:31][C:30]([C:33]([NH:42][CH2:36][C:37]4[O:41][CH:40]=[CH:39][CH:38]=4)=[O:35])=[CH:29][CH:28]=3)[C:8]3[C:15](=[O:16])[N:14]4[CH:10]([CH2:11][CH2:12][CH2:13]4)[C:9]=3[N:17]=2)=[CH:25][CH:24]=1. The catalyst class is: 4. (4) Reactant: [Cl:1][C:2]1[C:3](I)=[N:4][CH:5]=[C:6]([C:8]([F:11])([F:10])[F:9])[CH:7]=1.C([Li])CCC.[CH2:18]([Sn:22](Cl)([CH2:27][CH2:28][CH2:29][CH3:30])[CH2:23][CH2:24][CH2:25][CH3:26])[CH2:19][CH2:20][CH3:21].[NH4+].[Cl-]. Product: [CH2:27]([Sn:22]([CH2:18][CH2:19][CH2:20][CH3:21])([CH2:23][CH2:24][CH2:25][CH3:26])[C:3]1[C:2]([Cl:1])=[CH:7][C:6]([C:8]([F:11])([F:10])[F:9])=[CH:5][N:4]=1)[CH2:28][CH2:29][CH3:30]. The catalyst class is: 11.